Dataset: Reaction yield outcomes from USPTO patents with 853,638 reactions. Task: Predict the reaction yield, written as a fraction of the theoretical maximum amount of product (1.0 means a 100% yield; for example, 0.34 means a 34% yield). (1) The reactants are [Cl:1][C:2]1[C:7]([Cl:8])=[CH:6][CH:5]=[CH:4][C:3]=1[N:9]=[C:10]=[S:11].[CH3:12][O:13][C:14]1[CH:19]=[CH:18][C:17]([N:20]2[C:24]([C:25]#[N:26])=[CH:23][C:22]([CH3:27])=[N:21]2)=[CH:16][CH:15]=1. No catalyst specified. The product is [Cl:1][C:2]1[C:7]([Cl:8])=[CH:6][CH:5]=[CH:4][C:3]=1[NH:9][C:10]([NH:26][CH2:25][C:24]1[N:20]([C:17]2[CH:18]=[CH:19][C:14]([O:13][CH3:12])=[CH:15][CH:16]=2)[N:21]=[C:22]([CH3:27])[CH:23]=1)=[S:11]. The yield is 0.760. (2) The reactants are [F:1][C:2]1[C:7]([F:8])=[CH:6][CH:5]=[CH:4][C:3]=1B(O)O.[OH:12]O. The catalyst is ClCCl. The product is [F:1][C:2]1[C:7]([F:8])=[CH:6][CH:5]=[CH:4][C:3]=1[OH:12]. The yield is 0.930. (3) The reactants are [Cl:1][C:2]1[N:7]=[C:6]([NH:8][C:9]2[CH:14]=[CH:13][C:12]([F:15])=[C:11]([C:16]([F:19])([F:18])[F:17])[CH:10]=2)[CH:5]=[C:4](Cl)[N:3]=1.O.[NH2:22][NH2:23]. The catalyst is O1CCOCC1.O. The product is [Cl:1][C:2]1[N:7]=[C:6]([NH:8][C:9]2[CH:14]=[CH:13][C:12]([F:15])=[C:11]([C:16]([F:19])([F:18])[F:17])[CH:10]=2)[CH:5]=[C:4]([NH:22][NH2:23])[N:3]=1. The yield is 0.850. (4) The reactants are [CH3:1][N:2]([S:11]([C:14]1[CH:19]=[CH:18][C:17]([NH:20][CH2:21][C:22]#[CH:23])=[CH:16][CH:15]=1)(=[O:13])=[O:12])[CH2:3][C:4]([O:6]C(C)(C)C)=[O:5].FC(F)(F)C(O)=O. The catalyst is ClCCl. The product is [CH3:1][N:2]([S:11]([C:14]1[CH:19]=[CH:18][C:17]([NH:20][CH2:21][C:22]#[CH:23])=[CH:16][CH:15]=1)(=[O:13])=[O:12])[CH2:3][C:4]([OH:6])=[O:5]. The yield is 0.860. (5) The reactants are [Cl:1][C:2]1[C:7]([C:8]2[CH:13]=[CH:12][CH:11]=[CH:10][CH:9]=2)=[C:6]([N:14]2[CH2:19][CH2:18][CH:17]([CH3:20])[CH2:16][CH2:15]2)[N:5]=[C:4]([NH:21][C:22]#[N:23])[N:3]=1.O.[C:25](=O)([O-])[O-].[K+].[K+].CI. The catalyst is CN(C)C=O.C(OCC)(=O)C. The product is [Cl:1][C:2]1[C:7]([C:8]2[CH:9]=[CH:10][CH:11]=[CH:12][CH:13]=2)=[C:6]([N:14]2[CH2:19][CH2:18][CH:17]([CH3:20])[CH2:16][CH2:15]2)[N:5]=[C:4]([N:21]([C:22]#[N:23])[CH3:25])[N:3]=1. The yield is 0.870. (6) The reactants are [C:1]1([C:7]2[N:8]=[C:9]3[CH:14]=C(N)[CH:12]=[CH:11][N:10]3[CH:16]=2)[CH:6]=[CH:5][CH:4]=[CH:3][CH:2]=1.IC.[CH3:19][N:20]([CH:22]=O)[CH3:21]. No catalyst specified. The product is [CH3:19][N:20]([CH3:21])[C:22]1[CH:12]=[CH:11][N:10]2[CH:16]=[C:7]([C:1]3[CH:6]=[CH:5][CH:4]=[CH:3][CH:2]=3)[N:8]=[C:9]2[CH:14]=1. The yield is 0.0600.